Dataset: Forward reaction prediction with 1.9M reactions from USPTO patents (1976-2016). Task: Predict the product of the given reaction. (1) Given the reactants [C:1]1([Li])[CH:6]=[CH:5]C=[CH:3][CH:2]=1.[CH2:8]([C:15]1([CH2:25][N:26]([CH3:28])[CH3:27])[CH2:20][CH2:19][C:18]([NH:23][CH3:24])([C:21]#N)[CH2:17][CH2:16]1)[C:9]1[CH:14]=[CH:13][CH:12]=[CH:11][CH:10]=1, predict the reaction product. The product is: [CH2:8]([C:15]1([CH2:25][N:26]([CH3:27])[CH3:28])[CH2:16][CH2:17][C:18]([C:21]2[CH:5]=[CH:6][CH:1]=[CH:2][CH:3]=2)([NH:23][CH3:24])[CH2:19][CH2:20]1)[C:9]1[CH:14]=[CH:13][CH:12]=[CH:11][CH:10]=1. (2) The product is: [CH2:40]([O:41][CH2:48][C@@H:42]1[CH2:47][C@H:46]1[NH:35][C:19](=[O:24])[O:18][CH3:23])[C:9]1[CH:10]=[CH:11][CH:12]=[CH:13][CH:14]=1. Given the reactants [C:9]1(P(N=[N+]=[N-])([C:9]2[CH:14]=[CH:13][CH:12]=[CH:11][CH:10]=2)=O)[CH:14]=[CH:13][CH:12]=[CH:11][CH:10]=1.[O:18]1[CH2:23]CCC[CH:19]1[O:24]C1CC1C(OCC)=O.C([N:35](CC)CC)C.[CH3:40][OH:41].[C:42]1([CH3:48])[CH:47]=[CH:46]C=CC=1, predict the reaction product. (3) Given the reactants C([N:4]([CH:41]([CH3:43])[CH3:42])[C:5]1[CH:10]=[C:9]([C:11]2[S:15][C:14]([C:16]3[C:38]([Cl:39])=[CH:37][C:19]([O:20][CH2:21][C@H:22]4[C@@H:26]([CH3:27])[O:25][C:24]([CH3:29])([CH3:28])[N:23]4[C:30]([O:32][C:33]([CH3:36])([CH3:35])[CH3:34])=[O:31])=[C:18]([F:40])[CH:17]=3)=[N:13][N:12]=2)[CH:8]=[CH:7][N:6]=1)C=C.CN1C(=O)CC(=O)N(C)C1=O, predict the reaction product. The product is: [Cl:39][C:38]1[C:16]([C:14]2[S:15][C:11]([C:9]3[CH:8]=[CH:7][N:6]=[C:5]([NH:4][CH:41]([CH3:43])[CH3:42])[CH:10]=3)=[N:12][N:13]=2)=[CH:17][C:18]([F:40])=[C:19]([CH:37]=1)[O:20][CH2:21][C@H:22]1[C@@H:26]([CH3:27])[O:25][C:24]([CH3:29])([CH3:28])[N:23]1[C:30]([O:32][C:33]([CH3:34])([CH3:36])[CH3:35])=[O:31]. (4) Given the reactants [C:1]1([C:7]2[N:12]=[C:11]([C:13](OCC)=[O:14])[CH:10]=[CH:9][C:8]=2[C:18]2[CH:23]=[CH:22][C:21]([C:24]([F:27])([F:26])[F:25])=[CH:20][CH:19]=2)[CH:6]=[CH:5][CH:4]=[CH:3][CH:2]=1.CC(C[AlH]CC(C)C)C, predict the reaction product. The product is: [F:26][C:24]([F:25])([F:27])[C:21]1[CH:20]=[CH:19][C:18]([C:8]2[CH:9]=[CH:10][C:11]([CH:13]=[O:14])=[N:12][C:7]=2[C:1]2[CH:6]=[CH:5][CH:4]=[CH:3][CH:2]=2)=[CH:23][CH:22]=1.